Dataset: CYP3A4 inhibition data for predicting drug metabolism from PubChem BioAssay. Task: Regression/Classification. Given a drug SMILES string, predict its absorption, distribution, metabolism, or excretion properties. Task type varies by dataset: regression for continuous measurements (e.g., permeability, clearance, half-life) or binary classification for categorical outcomes (e.g., BBB penetration, CYP inhibition). Dataset: cyp3a4_veith. (1) The drug is Cn1cc[nH]c1=S. The result is 0 (non-inhibitor). (2) The drug is Cc1ccc(OCCNC(=O)/C=C/c2ccc([N+](=O)[O-])cc2)cc1C. The result is 0 (non-inhibitor). (3) The compound is COc1ccc(C(=O)N2CCC3(CCCN(c4ccccc4)C3)CC2)cc1. The result is 1 (inhibitor). (4) The drug is Cc1cc(C)n(-c2nc(NC(C)(C)C)nc(NC(C)(C)C)n2)n1. The result is 0 (non-inhibitor). (5) The result is 0 (non-inhibitor). The drug is COCC(=O)N1CCC2(CC1)CCN(c1ccccn1)CC2. (6) The molecule is COc1ccc2[nH]cc(CCNc3ncnc4ccc(-c5ccccc5CN(C)C)cc34)c2c1. The result is 1 (inhibitor).